This data is from Forward reaction prediction with 1.9M reactions from USPTO patents (1976-2016). The task is: Predict the product of the given reaction. (1) Given the reactants [Cl-].[Al+3].[Cl-].[Cl-].[C:5](Cl)(=[O:7])[CH3:6].[CH3:9][C:10]1[C:15]([CH3:16])=[CH:14][CH:13]=[CH:12][C:11]=1[O:17][CH3:18].Cl, predict the reaction product. The product is: [CH3:18][O:17][C:11]1[CH:12]=[CH:13][C:14]([C:5](=[O:7])[CH3:6])=[C:15]([CH3:16])[C:10]=1[CH3:9]. (2) Given the reactants [CH3:1][NH:2][C:3]1[CH:8]=[CH:7][CH:6]=[CH:5][N:4]=1.[CH3:9][O:10][C:11](=[O:20])[C:12]1[CH:17]=[CH:16][C:15]([CH:18]=O)=[CH:14][CH:13]=1.C([Sn](Cl)(Cl)CCCC)CCC.C1([SiH3])C=CC=CC=1, predict the reaction product. The product is: [CH3:1][N:2]([CH2:18][C:15]1[CH:16]=[CH:17][C:12]([C:11]([O:10][CH3:9])=[O:20])=[CH:13][CH:14]=1)[C:3]1[CH:8]=[CH:7][CH:6]=[CH:5][N:4]=1. (3) Given the reactants Cl[C:2]1[C:9]([C:10]#[N:11])=[CH:8][CH:7]=[CH:6][C:3]=1C=O.[H-].[Na+].[SH:14][CH2:15][C:16]([O:18][CH3:19])=[O:17].[CH3:20]S(Cl)(=O)=O, predict the reaction product. The product is: [C:10]([C:9]1[CH:8]=[CH:7][C:6]2[CH:20]=[C:15]([C:16]([O:18][CH3:19])=[O:17])[S:14][C:3]=2[CH:2]=1)#[N:11]. (4) Given the reactants [P:1]([OH:24])([OH:23])([O:3][C:4]1[CH:9]=[CH:8][C:7]([C:10]2[O:11][C:12]3[C:18]([CH:19]=[CH2:20])=[CH:17][C:16]([OH:21])=[CH:15][C:13]=3[N:14]=2)=[CH:6][C:5]=1[F:22])=[O:2].[NH3:25], predict the reaction product. The product is: [P:1]([O-:24])([O-:23])([O:3][C:4]1[CH:9]=[CH:8][C:7]([C:10]2[O:11][C:12]3[C:18]([CH:19]=[CH2:20])=[CH:17][C:16]([OH:21])=[CH:15][C:13]=3[N:14]=2)=[CH:6][C:5]=1[F:22])=[O:2].[NH4+:25].[NH4+:14]. (5) Given the reactants [CH3:1]N(C)CCNC.C([Li])CCC.[CH3:13][C:14]1[C:23]([CH3:24])=[CH:22][C:21]2[C:16](=[CH:17][CH:18]=[CH:19][CH:20]=2)[C:15]=1[CH:25]=[O:26].IC.Cl, predict the reaction product. The product is: [CH2:13]([C:14]1[C:23]([CH3:24])=[CH:22][C:21]2[C:16](=[CH:17][CH:18]=[CH:19][CH:20]=2)[C:15]=1[CH:25]=[O:26])[CH3:1]. (6) The product is: [Cl:25][C:26]1[C:32]([O:33][CH3:34])=[CH:31][C:29]([NH:30][C:2]2[C:11]3[CH:10]=[C:9]4[N:12]=[CH:13][N:14]([CH2:15][CH2:16][N:17]5[CH2:18][CH2:19][O:20][CH2:21][CH2:22]5)[C:8]4=[CH:7][C:6]=3[N:5]=[CH:4][C:3]=2[C:23]#[N:24])=[C:28]([CH3:35])[CH:27]=1. Given the reactants Cl[C:2]1[C:11]2[CH:10]=[C:9]3[N:12]=[CH:13][N:14]([CH2:15][CH2:16][N:17]4[CH2:22][CH2:21][O:20][CH2:19][CH2:18]4)[C:8]3=[CH:7][C:6]=2[N:5]=[CH:4][C:3]=1[C:23]#[N:24].[Cl:25][C:26]1[C:32]([O:33][CH3:34])=[CH:31][C:29]([NH2:30])=[C:28]([CH3:35])[CH:27]=1.Cl.N1C=CC=CC=1.C(=O)([O-])[O-].[Na+].[Na+], predict the reaction product. (7) Given the reactants [NH2:1][C:2]1[CH:7]=[CH:6][C:5](Br)=[CH:4][N:3]=1.C(N(CC)C(C)C)(C)C.[C:18]([O:22][CH2:23][CH3:24])(=[O:21])[CH:19]=[CH2:20].CC1C=CC=CC=1P(C1C=CC=CC=1C)C1C=CC=CC=1C, predict the reaction product. The product is: [NH2:1][C:2]1[N:3]=[CH:4][C:5]([CH:20]=[CH:19][C:18]([O:22][CH2:23][CH3:24])=[O:21])=[CH:6][CH:7]=1.